Dataset: Full USPTO retrosynthesis dataset with 1.9M reactions from patents (1976-2016). Task: Predict the reactants needed to synthesize the given product. (1) Given the product [NH2:1][C:2]1[CH:10]=[C:9]([F:11])[C:8]([Br:12])=[CH:7][C:3]=1[C:4]([OH:6])=[O:5], predict the reactants needed to synthesize it. The reactants are: [NH2:1][C:2]1[CH:10]=[C:9]([F:11])[CH:8]=[CH:7][C:3]=1[C:4]([OH:6])=[O:5].[Br:12]Br. (2) Given the product [C:32]([O:31][C:30]([NH:29][C:8]1[CH2:9][C:10]([C:12](=[O:28])[N:13]([CH2:17][CH2:18][CH2:19][O:20][Si:21]([C:24]([CH3:25])([CH3:27])[CH3:26])([CH3:22])[CH3:23])[CH2:14][CH2:15][CH3:16])=[CH:11][C:5]2[CH:4]=[CH:3][C:2]([C:46]3[CH:47]=[CH:48][C:49]([CH2:52][C:53]([O:55][CH2:56][CH2:57][CH2:58][N:59]([CH3:61])[CH3:60])=[O:54])=[CH:50][CH:51]=3)=[CH:37][C:6]=2[N:7]=1)=[O:36])([CH3:34])([CH3:35])[CH3:33], predict the reactants needed to synthesize it. The reactants are: Br[C:2]1[CH:3]=[CH:4][C:5]2=[C:6]([CH:37]=1)[N:7]=[C:8]([NH:29][C:30](=[O:36])[O:31][C:32]([CH3:35])([CH3:34])[CH3:33])[CH2:9][C:10]([C:12](=[O:28])[N:13]([CH2:17][CH2:18][CH2:19][O:20][Si:21]([C:24]([CH3:27])([CH3:26])[CH3:25])([CH3:23])[CH3:22])[CH2:14][CH2:15][CH3:16])=[CH:11]2.CC1(C)C(C)(C)OB([C:46]2[CH:51]=[CH:50][C:49]([CH2:52][C:53]([O:55][CH2:56][CH2:57][CH2:58][N:59]([CH3:61])[CH3:60])=[O:54])=[CH:48][CH:47]=2)O1.C(=O)([O-])[O-].[K+].[K+]. (3) Given the product [F:1][C:2]1[CH:3]=[C:4]2[C:9](=[CH:10][C:11]=1[F:30])[N:8]=[C:7]([CH:12]=[CH:13][C:14]1[O:15][C:16]([N+:19]([O-:21])=[O:20])=[CH:17][CH:18]=1)[N:6]=[C:5]2[NH:22][C:23]1[CH:28]=[CH:27][C:26]([OH:29])=[CH:25][CH:24]=1, predict the reactants needed to synthesize it. The reactants are: [F:1][C:2]1[CH:3]=[C:4]2[C:9](=[CH:10][CH:11]=1)[N:8]=[C:7]([CH:12]=[CH:13][C:14]1[O:15][C:16]([N+:19]([O-:21])=[O:20])=[CH:17][CH:18]=1)[N:6]=[C:5]2[NH:22][C:23]1[CH:28]=[CH:27][C:26]([OH:29])=[CH:25][CH:24]=1.[F:30]C1C=C2C(=CC=1F)N=C(C)NC2=O. (4) The reactants are: [CH:1]1[C:6]([OH:7])=[CH:5][CH:4]=[C:3]([CH3:8])[CH:2]=1.[CH:9]([OH:15])(O)[C:10]([F:13])([F:12])[F:11]. Given the product [F:11][C:10]([F:13])([F:12])[CH:9]([C:1]1[CH:2]=[C:3]([CH3:8])[CH:4]=[C:5]([CH:9]([OH:15])[C:10]([F:13])([F:12])[F:11])[C:6]=1[OH:7])[OH:15], predict the reactants needed to synthesize it. (5) Given the product [Cl:2][C:3]1[N:4]=[C:5]([N:21]2[CH2:22][CH2:23][O:24][CH2:25][CH2:26]2)[C:6]2[S:11][C:10]([CH2:12][N:13]([CH2:14][CH:15]3[CH2:19][CH2:18][CH2:17][N:16]3[S:35]([CH3:34])(=[O:37])=[O:36])[CH3:20])=[CH:9][C:7]=2[N:8]=1, predict the reactants needed to synthesize it. The reactants are: Cl.[Cl:2][C:3]1[N:4]=[C:5]([N:21]2[CH2:26][CH2:25][O:24][CH2:23][CH2:22]2)[C:6]2[S:11][C:10]([CH2:12][N:13]([CH3:20])[CH2:14][CH:15]3[CH2:19][CH2:18][CH2:17][NH:16]3)=[CH:9][C:7]=2[N:8]=1.C(N(CC)CC)C.[CH3:34][S:35](Cl)(=[O:37])=[O:36]. (6) The reactants are: [N:1]([C@@H:4]([C@H:8]([C:16]1[CH:21]=[CH:20][CH:19]=[C:18]([F:22])[CH:17]=1)[C:9]1[CH:14]=[CH:13][C:12]([F:15])=[CH:11][CH:10]=1)[C:5]([OH:7])=O)=[N+]=[N-].[NH2:23][C:24]1[CH:49]=[CH:48][CH:47]=[C:46]([F:50])[C:25]=1[O:26][CH2:27][C@H:28]1[O:33][CH2:32][C@@H:31]([CH2:34][O:35][C:36](=[O:38])[NH2:37])[N:30](C(OC(C)(C)C)=O)[CH2:29]1. Given the product [C:36]([O:35][CH2:34][C@H:31]1[NH:30][CH2:29][C@@H:28]([CH2:27][O:26][C:25]2[C:46]([F:50])=[CH:47][CH:48]=[CH:49][C:24]=2[NH:23][C:5](=[O:7])[C@H:4]([C@H:8]([C:16]2[CH:21]=[CH:20][CH:19]=[C:18]([F:22])[CH:17]=2)[C:9]2[CH:14]=[CH:13][C:12]([F:15])=[CH:11][CH:10]=2)[NH:1][C:36]([O:35][CH3:34])=[O:38])[O:33][CH2:32]1)(=[O:38])[NH2:37], predict the reactants needed to synthesize it. (7) Given the product [Si:1]([O:14][C:15]1[NH:19][N:18]=[C:17]([C:20]([O:22][CH2:23][CH3:24])=[O:21])[CH:16]=1)([C:4]([CH3:7])([CH3:6])[CH3:5])([CH3:3])[CH3:2], predict the reactants needed to synthesize it. The reactants are: [Si:1](Cl)([C:4]([CH3:7])([CH3:6])[CH3:5])([CH3:3])[CH3:2].N1C=CN=C1.[O:14]=[C:15]1[NH:19][N:18]=[C:17]([C:20]([O:22][CH2:23][CH3:24])=[O:21])[CH2:16]1.